From a dataset of Forward reaction prediction with 1.9M reactions from USPTO patents (1976-2016). Predict the product of the given reaction. (1) Given the reactants [OH:1][C:2]1[CH:9]=[CH:8][C:5]([CH:6]=[O:7])=[CH:4][C:3]=1[N+:10]([O-:12])=[O:11].C(=O)([O-])[O-].[K+].[K+].Br[CH2:20][C:21]1[CH:26]=[CH:25][C:24]([C:27]([F:30])([F:29])[F:28])=[CH:23][C:22]=1[C:31]([F:34])([F:33])[F:32], predict the reaction product. The product is: [F:32][C:31]([F:33])([F:34])[C:22]1[CH:23]=[C:24]([C:27]([F:30])([F:28])[F:29])[CH:25]=[CH:26][C:21]=1[CH2:20][O:1][C:2]1[CH:9]=[CH:8][C:5]([CH:6]=[O:7])=[CH:4][C:3]=1[N+:10]([O-:12])=[O:11]. (2) Given the reactants [Br:1][C:2]1[CH:3]=[C:4]([OH:8])[CH:5]=[CH:6][CH:7]=1.[OH-].[K+].CS(C)=O.[Br:15][C:16]([F:22])([F:21])[C:17]([F:20])([F:19])Br, predict the reaction product. The product is: [Br:15][C:16]([F:22])([F:21])[C:17]([F:20])([F:19])[O:8][C:4]1[CH:3]=[C:2]([Br:1])[CH:7]=[CH:6][CH:5]=1.